Dataset: Full USPTO retrosynthesis dataset with 1.9M reactions from patents (1976-2016). Task: Predict the reactants needed to synthesize the given product. (1) Given the product [C:39]([N:20]([C@@H:5]1[CH2:6][C@H:7]([C:8]2[N:12]3[C:13]4[CH:19]=[CH:18][NH:17][C:14]=4[N:15]=[CH:16][C:11]3=[N:10][N:9]=2)[C@H:3]([CH2:1][CH3:2])[CH2:4]1)[S:21]([CH:24]1[CH2:26][CH2:25]1)(=[O:23])=[O:22])#[N:40], predict the reactants needed to synthesize it. The reactants are: [CH2:1]([C@H:3]1[C@@H:7]([C:8]2[N:12]3[C:13]4[CH:19]=[CH:18][NH:17][C:14]=4[N:15]=[CH:16][C:11]3=[N:10][N:9]=2)[CH2:6][C@@H:5]([NH:20][S:21]([CH:24]2[CH2:26][CH2:25]2)(=[O:23])=[O:22])[CH2:4]1)[CH3:2].[OH-].[K+].S([C:39]#[N:40])(C1C=CC(C)=CC=1)(=O)=O. (2) Given the product [F:3][C:4]1[CH:9]=[C:8]([C:10]2[S:29][C:28]([NH2:30])=[N:27][C:11]=2[C:13]2[CH:18]=[CH:17][CH:16]=[C:15]([CH3:19])[CH:14]=2)[CH:7]=[CH:6][N:5]=1, predict the reactants needed to synthesize it. The reactants are: BrBr.[F:3][C:4]1[CH:9]=[C:8]([CH2:10][C:11]([C:13]2[CH:18]=[CH:17][CH:16]=[C:15]([CH3:19])[CH:14]=2)=O)[CH:7]=[CH:6][N:5]=1.C(N(CC)CC)C.[NH2:27][C:28]([NH2:30])=[S:29].C(=O)([O-])O.[Na+]. (3) Given the product [Br:1][C:2]1[CH:11]=[C:10]2[C:5]([CH:6]=[CH:7][N:8]([CH2:13][CH2:14][C:15]3[CH:20]=[CH:19][CH:18]=[CH:17][CH:16]=3)[C:9]2=[O:12])=[CH:4][CH:3]=1, predict the reactants needed to synthesize it. The reactants are: [Br:1][C:2]1[CH:11]=[C:10]2[C:5]([CH:6]=[CH:7][N:8]=[C:9]2[OH:12])=[CH:4][CH:3]=1.[CH2:13](Br)[CH2:14][C:15]1[CH:20]=[CH:19][CH:18]=[CH:17][CH:16]=1.[OH-].[Na+]. (4) Given the product [C:12]1([C:18]2[S:20][C:21]([CH2:22][C:6]#[N:7])=[N:11][N:10]=2)[CH:17]=[CH:16][CH:15]=[CH:14][CH:13]=1, predict the reactants needed to synthesize it. The reactants are: C(OC(=O)C[C:6]#[N:7])C.O.[NH2:10][NH2:11].[C:12]1([C:18]([S:20][CH2:21][C:22](O)=O)=S)[CH:17]=[CH:16][CH:15]=[CH:14][CH:13]=1.[OH-].[Na+].S(=O)(=O)(O)O. (5) The reactants are: Cl[C:2]1[C:3](=[O:15])[N:4](C2CCCCO2)[N:5]=[CH:6][C:7]=1Cl.[O:16]([C:23]1[CH:24]=[C:25]([OH:29])[CH:26]=[CH:27][CH:28]=1)[C:17]1[CH:22]=[CH:21][CH:20]=[CH:19][CH:18]=1.C[O:31][C:32](=[O:41])[CH:33](Br)[CH2:34][CH:35]1[CH2:39][CH2:38][CH2:37][CH2:36]1. Given the product [CH:35]1([CH2:34][CH:33]([N:4]2[C:3](=[O:15])[CH:2]=[C:7]([O:29][C:25]3[CH:26]=[CH:27][CH:28]=[C:23]([O:16][C:17]4[CH:18]=[CH:19][CH:20]=[CH:21][CH:22]=4)[CH:24]=3)[CH:6]=[N:5]2)[C:32]([OH:31])=[O:41])[CH2:39][CH2:38][CH2:37][CH2:36]1, predict the reactants needed to synthesize it.